From a dataset of Experimentally validated miRNA-target interactions with 360,000+ pairs, plus equal number of negative samples. Binary Classification. Given a miRNA mature sequence and a target amino acid sequence, predict their likelihood of interaction. (1) The miRNA is hsa-miR-320b with sequence AAAAGCUGGGUUGAGAGGGCAA. The protein sequence of the target gene is MLEGLVAWVLNTYLGKYVNNLNTDQLSVALLKGAVELENLPLKKDALKELELPFEVKAGFIGKVTLQIPFYRPHVDPWVISISSLHLIGAPEKIQDFNDEKEKLLERERKKALLQALEEKWKNDRQQKGESYWYSVTASVVTRIVENIELKIQDVHLRFEDGVTNPSHPFAFGICIKNVSMQNAVNEPVQKLMRKKQLDVAEFSIYWDVDCTLLGDLPQMELQEAMARSMESRSHHYVLEPVFASALLKRNCSKKPLRSRHSPRIDCDIQLETIPLKLSQLQYRQIMEFLKELERKERQV.... Result: 1 (interaction). (2) The miRNA is rno-miR-455-5p with sequence UAUGUGCCUUUGGACUACAUCG. The protein sequence of the target gene is MADEQEIMCKLESIKEIRNKTLQMEKIKARLKAEFEALESEERHLKEYKQEMDLLLQEKMAHVEELRLIHADINVMENTIKQSENDLNKLLESTRRLHDEYKPLKEHVDALRMTLGLQRLPDLCEEEEKLSLDYFEKQKAEWQTEPQEPPIPESLAAAAAAAQQLQVARKQDTRQTATFRQQPPPMKACLSCHQQIHRNAPICPLCKAKSRSRNPKKPKRKQDE. Result: 0 (no interaction). (3) The miRNA is hsa-miR-6884-5p with sequence AGAGGCUGAGAAGGUGAUGUUG. The protein sequence of the target gene is MAQEIDLSALKELEREAILQVLYRDQAVQNTEEERTRKLKTHLQHLRWKGAKNTDWEHKEKCCARCQQVLGFLLHRGAVCRGCSHRVCAQCRVFLRGTHAWKCTVCFEDRNVKIKTGEWFYEERAKKFPTGGKHETVGGQLLQSYQKLSKISVVPPTPPPVSESQCSRSPGRLQEFGQFRGFNKSVENLFLSLATHVKKLSKSQNDMTSEKHLLATGPRQCVGQTERRSQSDTAVNVTTRKVSAPDILKPLNQEDPKCSTNPILKQQNLPSSPAPSTIFSGGFRHGSLISIDSTCTEMGN.... Result: 1 (interaction). (4) The miRNA is hsa-miR-3125 with sequence UAGAGGAAGCUGUGGAGAGA. The protein sequence of the target gene is MTTHVTLEDALSNVDLLEELPLPDQQPCIEPPPSSIMYQANFDTNFEDRNAFVTGIARYIEQATVHSSMNEMLEEGHEYAVMLYTWRSCSRAIPQVKCNEQPNRVEIYEKTVEVLEPEVTKLMKFMYFQRKAIERFCSEVKRLCHAERRKDFVSEAYLLTLGKFINMFAVLDELKNMKCSVKNDHSAYKRAAQFLRKMADPQSIQESQNLSMFLANHNRITQCLHQQLEVIPGYEELLADIVNICVDYYENKMYLTPSEKHMLLKVMGFGLYLMDGNVSNIYKLDAKKRINLSKIDKFFK.... Result: 0 (no interaction). (5) The protein sequence of the target gene is MLKTESSGERTTLRSASPHRNAYRTEFQALKSTFDKPKSDGEQKTKEGEGSQQSRGRKYGSNVNRIKNLFMQMGMEPNENAAVIAKTRGKGGHSSPQRRMKPKEFLEKTDGSVVKLESSVSERISRFDTMYDGPSYSKFTETRKMFERSVHESGQNNRYSPKKEKAGGSEPQDEWGGSKSNRGSTDSLDSLSSRTEAVSPTVSQLSAVFENTDSPSAIISEKAENNEYSVTGHYPLNLPSVTVTNLDTFGHLKDSNSWPPSNKRGVDTEDAHKSNATPVPEVASKSTSLASIPGEEIQQS.... The miRNA is hsa-miR-3121-3p with sequence UAAAUAGAGUAGGCAAAGGACA. Result: 1 (interaction). (6) The miRNA is cel-miR-4933 with sequence UGGCAGUGACCUAUUCUGGCCA. The protein sequence of the target gene is MSHESSEKAHKAIENVEDYCQTLTRHGNEELRTNLERVITTFKSNLMHSLLDIHDLYEQTLLSERKSDAEKNMEVRRVIERLEGGPHSYNSRPAATTSTSNYNLSSTTPLISDLRDRGGFSYLNGGGLGNGLGNGLGNGLLSSPYNSSSTHYLHERQRQTSHDGTWRETTTRTVDTPSGLERRVVEHTGVIDDHGRKWELENIVLEKGHTGLGFSITGGMDQPTEDGDTSIYVTNIIEGGAALADGRMRKNDIITAVNNTNCENVKHEVAVNALKSSGNVVSLSLKRRKDEAFLPIGGNF.... Result: 1 (interaction). (7) The miRNA is mmu-miR-503-3p with sequence GAGUAUUGUUUCCACUGCCUGG. The protein sequence of the target gene is MGKARRSPPGHHRHCEGCFNRHCHIPVEPNTSCLVISCHLLCGATFHMCKEAEHQLLCPLEQVPCLNSEYGCPLSMSRHKLAKHLQVCPASVVCCSMEWNRWPNVDSETTLHENIMKETPSEECLDTALALQDQKVLFRSLKMVELFPETREATEEEPTMNGETSVEEMGGAVGGVDIGLVPHGLSATNGEMAELSQEEREVLAKTKEGMDLVKFGQWENIFSKEHAASALTNSSASCESKNKNDSEKEQISSGHNMVEGEGAPKKKEPQENQKQQDVRTAMETTGLAPWQDGVLERLKT.... Result: 0 (no interaction). (8) The miRNA is hsa-miR-5590-3p with sequence AAUAAAGUUCAUGUAUGGCAA. The protein sequence of the target gene is MAKSLRSKWKRKMRAEKRKKNAPKEASRLKSILKLDGDVLMKDVQEIATVVVPKPKHCQEKMQCEVKDEKDDMKMETDIKRNKKTLLDQHGQYPIWMNQRQRKRLKAKREKRKGKSKAKAVKVAKGLAW. Result: 1 (interaction). (9) The miRNA is hsa-miR-3615 with sequence UCUCUCGGCUCCUCGCGGCUC. The protein sequence of the target gene is MALFGALFLALLAGAHAEFPGCKIRVTSKALELVKQEGLRFLEQELETITIPDLRGKEGHFYYNISEVKVTELQLTSSELDFQPQQELMLQITNASLGLRFRRQLLYWFFYDGGYINASAEGVSIRTGLELSRDPAGRMKVSNVSCQASVSRMHAAFGGTFKKVYDFLSTFITSGMRFLLNQQICPVLYHAGTVLLNSLLDTVPVRSSVDELVGIDYSLMKDPVASTSNLDMDFRGAFFPLTERNWSLPNRAVEPQLQEEERMVYVAFSEFFFDSAMESYFRAGALQLLLVGDKVPHDLD.... Result: 0 (no interaction). (10) The miRNA is hsa-miR-6818-3p with sequence UUGUCUCUUGUUCCUCACACAG. The protein sequence of the target gene is MQVRWAPSDGSLGDYTYQQDMSSSDKLSADDVLNTLDKSNRHILTCILVCGLAWSPLAFTGLCPSFVVKASENSSFIGVADEFDLTGDASWLAESTTTFYMVGNMIGGMFIPPLADHYGRLPVFVATVLLMAVGGMISAFSTSIMMFCIMRMIHGIFYTAAGLAGWVLGYENTPLRLRFFTSVYFGVMWVVGACFLGLLAYILPDWRYLMFCISVPNIFVALLIYMTVPESLHFLVSSQQNEKIEAWLEKIRGPKGDISASDIVEDRDENGSSFKTLCREMWKHKMFIVYVLVMTYIWIV.... Result: 0 (no interaction).